From a dataset of hERG potassium channel inhibition data for cardiac toxicity prediction from Karim et al.. Regression/Classification. Given a drug SMILES string, predict its toxicity properties. Task type varies by dataset: regression for continuous values (e.g., LD50, hERG inhibition percentage) or binary classification for toxic/non-toxic outcomes (e.g., AMES mutagenicity, cardiotoxicity, hepatotoxicity). Dataset: herg_karim. (1) The compound is Cc1ccc(S(=O)(=O)NC(=O)N2CCC(N3CCC(Oc4ccc(Cl)c(Cl)c4)CC3)CC2)cc1. The result is 0 (non-blocker). (2) The molecule is Cc1nc2cc3c(cc2s1)CCN(CCCSc1nnc(-c2ocnc2C)n1C)CC3. The result is 1 (blocker). (3) The drug is Cc1ncoc1-c1nnc(SCCCN2C[C@H]3C[C@@]3(c3cc(F)cc(C(F)(F)F)c3)C2)n1C. The result is 1 (blocker).